Dataset: Retrosynthesis with 50K atom-mapped reactions and 10 reaction types from USPTO. Task: Predict the reactants needed to synthesize the given product. (1) Given the product CC(C)c1c(C(=O)NCc2ccc(F)c(F)c2)c2ccc(-c3ccncc3)cc2n1Cc1ccccc1, predict the reactants needed to synthesize it. The reactants are: CC(C)c1c(C(=O)NCc2ccc(F)c(F)c2)c2ccc(OS(=O)(=O)C(F)(F)F)cc2n1Cc1ccccc1.OB(O)c1ccncc1. (2) Given the product N#Cc1ccccc1NC(=O)c1ccccc1, predict the reactants needed to synthesize it. The reactants are: N#Cc1ccccc1N.O=C(Cl)c1ccccc1.